This data is from NCI-60 drug combinations with 297,098 pairs across 59 cell lines. The task is: Regression. Given two drug SMILES strings and cell line genomic features, predict the synergy score measuring deviation from expected non-interaction effect. Drug 1: CC1=C(C(=O)C2=C(C1=O)N3CC4C(C3(C2COC(=O)N)OC)N4)N. Drug 2: CC12CCC3C(C1CCC2OP(=O)(O)O)CCC4=C3C=CC(=C4)OC(=O)N(CCCl)CCCl.[Na+]. Cell line: CAKI-1. Synergy scores: CSS=15.6, Synergy_ZIP=-8.16, Synergy_Bliss=-2.95, Synergy_Loewe=-31.9, Synergy_HSA=-5.63.